From a dataset of Full USPTO retrosynthesis dataset with 1.9M reactions from patents (1976-2016). Predict the reactants needed to synthesize the given product. Given the product [Br:16][C:17]1[CH:23]=[CH:22][C:1]([NH:2]/[C:3](/[C:10]2[CH:11]=[CH:12][CH:13]=[CH:14][CH:15]=2)=[CH:4]\[C:5]([O:7][CH2:8][CH3:9])=[O:6])=[CH:19][C:18]=1[O:24][CH3:25], predict the reactants needed to synthesize it. The reactants are: [CH3:1][NH:2]/[C:3](/[C:10]1[CH:15]=[CH:14][CH:13]=[CH:12][CH:11]=1)=[CH:4]\[C:5]([O:7][CH2:8][CH3:9])=[O:6].[Br:16][C:17]1[CH:23]=[CH:22]C(N)=[CH:19][C:18]=1[O:24][CH3:25].CC1C=CC(S([O-])(=O)=O)=CC=1.C1C=C[NH+]=CC=1.